Dataset: Full USPTO retrosynthesis dataset with 1.9M reactions from patents (1976-2016). Task: Predict the reactants needed to synthesize the given product. (1) Given the product [Br:6][C:7]1[CH:16]=[C:15]([CH2:17][N:18]([C:25]([O:24][C:21]([CH3:23])([CH3:22])[CH3:20])=[O:26])[CH3:19])[CH:14]=[CH:13][C:8]=1[C:9]([O:11][CH3:12])=[O:10], predict the reactants needed to synthesize it. The reactants are: C([O-])(O)=O.[Na+].[Br:6][C:7]1[CH:16]=[C:15]([CH2:17][NH:18][CH3:19])[CH:14]=[CH:13][C:8]=1[C:9]([O:11][CH3:12])=[O:10].[CH3:20][C:21]([O:24][C:25](O[C:25]([O:24][C:21]([CH3:23])([CH3:22])[CH3:20])=[O:26])=[O:26])([CH3:23])[CH3:22]. (2) Given the product [NH2:11][C@@H:5]1[C@@H:6]2[O:10][C@@H:9]([CH2:8][CH2:7]2)[C@@H:4]1[C:1]([NH2:2])=[O:3], predict the reactants needed to synthesize it. The reactants are: [C:1]([C@H:4]1[C@H:9]2[O:10][C@H:6]([CH2:7][CH2:8]2)[C@H:5]1[NH:11]C(=O)OC(C)(C)C)(=[O:3])[NH2:2].C(O)(C(F)(F)F)=O. (3) Given the product [CH3:16][O:15][C:12]1[CH:13]=[CH:14][C:7]2[O:6][C:5]([CH:4]=[O:3])=[CH:9][C:8]=2[CH:11]=1, predict the reactants needed to synthesize it. The reactants are: C([O:3][CH:4](OCC)[CH2:5][O:6][C:7]1[CH:14]=[CH:13][C:12]([O:15][CH3:16])=[CH:11][C:8]=1[CH:9]=O)C. (4) Given the product [C:1]([O:5][C:6](=[O:19])[NH:7][CH:8]1[CH2:17][C:16]2[C:11](=[N:12][CH:13]=[CH:14][CH:15]=2)[N:10]([CH2:27][C:26]2[CH:29]=[CH:30][C:23]([F:22])=[CH:24][CH:25]=2)[C:9]1=[O:18])([CH3:4])([CH3:2])[CH3:3], predict the reactants needed to synthesize it. The reactants are: [C:1]([O:5][C:6](=[O:19])[NH:7][CH:8]1[CH2:17][C:16]2[C:11](=[N:12][CH:13]=[CH:14][CH:15]=2)[NH:10][C:9]1=[O:18])([CH3:4])([CH3:3])[CH3:2].[H-].[Na+].[F:22][C:23]1[CH:30]=[CH:29][C:26]([CH2:27]Br)=[CH:25][CH:24]=1.